Dataset: Peptide-MHC class II binding affinity with 134,281 pairs from IEDB. Task: Regression. Given a peptide amino acid sequence and an MHC pseudo amino acid sequence, predict their binding affinity value. This is MHC class II binding data. The peptide sequence is KQQGIRYANPIAFFR. The MHC is DRB1_1101 with pseudo-sequence DRB1_1101. The binding affinity (normalized) is 0.381.